Task: Predict the reaction yield, written as a fraction of the theoretical maximum amount of product (1.0 means a 100% yield; for example, 0.34 means a 34% yield).. Dataset: Reaction yield outcomes from USPTO patents with 853,638 reactions (1) The reactants are [CH3:1][P:2](=[O:19])([CH3:18])[C:3]1[CH:8]=[CH:7][C:6]([N+:9]([O-])=O)=[C:5]([S:12]([CH:15]([CH3:17])[CH3:16])(=[O:14])=[O:13])[CH:4]=1. The catalyst is C(O)C.[Pd]. The product is [CH3:18][P:2]([C:3]1[CH:8]=[CH:7][C:6]([NH2:9])=[C:5]([S:12]([CH:15]([CH3:17])[CH3:16])(=[O:14])=[O:13])[CH:4]=1)([CH3:1])=[O:19]. The yield is 0.500. (2) The product is [Br:1][C:2]1[CH:7]=[CH:6][C:5]([S:8]([NH:15][CH:12]([CH3:14])[CH3:13])(=[O:10])=[O:9])=[CH:4][CH:3]=1. The yield is 0.280. The reactants are [Br:1][C:2]1[CH:7]=[CH:6][C:5]([S:8](Cl)(=[O:10])=[O:9])=[CH:4][CH:3]=1.[CH:12]([NH2:15])([CH3:14])[CH3:13]. The catalyst is ClCCl. (3) The yield is 0.480. The catalyst is N1C=CC=CC=1. The product is [Cl:19][C:20]1[CH:25]=[C:24]([F:26])[CH:23]=[CH:22][C:21]=1[S:27]([NH:1][C:2]1[CH:3]=[C:4]([C:9]2[CH:14]=[CH:13][N:12]=[C:11]([NH:15][C:16](=[O:18])[CH3:17])[CH:10]=2)[CH:5]=[N:6][C:7]=1[CH3:8])(=[O:29])=[O:28]. The reactants are [NH2:1][C:2]1[CH:3]=[C:4]([C:9]2[CH:14]=[CH:13][N:12]=[C:11]([NH:15][C:16](=[O:18])[CH3:17])[CH:10]=2)[CH:5]=[N:6][C:7]=1[CH3:8].[Cl:19][C:20]1[CH:25]=[C:24]([F:26])[CH:23]=[CH:22][C:21]=1[S:27](Cl)(=[O:29])=[O:28]. (4) The product is [OH:5][C:4]([C:6]1[C:10]([C:11]2[C:20]3[C:15](=[CH:16][CH:17]=[CH:18][CH:19]=3)[CH:14]=[CH:13][CH:12]=2)=[C:9]([CH3:21])[NH:8][CH:7]=1)=[O:3]. The reactants are C([O:3][C:4]([C:6]1[C:10]([C:11]2[C:20]3[C:15](=[CH:16][CH:17]=[CH:18][CH:19]=3)[CH:14]=[CH:13][CH:12]=2)=[C:9]([CH3:21])[NH:8][CH:7]=1)=[O:5])C.C(OC(=O)C=CC1C2C(=CC=CC=2)C=CC=1)C.CC(C)([O-])C.[K+].O. The yield is 0.660. The catalyst is O1CCCC1. (5) The reactants are [Cl:1][C:2]1[CH:11]=[C:10]2[C:5]([N:6]=[C:7]([N:16]3[CH2:21][CH2:20][N:19]([CH3:22])[CH2:18][CH2:17]3)[C:8]3[N:9]2[CH2:12][CH:13]([CH3:15])[N:14]=3)=[CH:4][CH:3]=1.ClC1C(=O)C(C#N)=C(C#N)C(=O)C=1Cl. The catalyst is C1(C)C(C)=CC=CC=1. The product is [Cl:1][C:2]1[CH:11]=[C:10]2[C:5]([N:6]=[C:7]([N:16]3[CH2:17][CH2:18][N:19]([CH3:22])[CH2:20][CH2:21]3)[C:8]3[N:9]2[CH:12]=[C:13]([CH3:15])[N:14]=3)=[CH:4][CH:3]=1. The yield is 0.260.